From a dataset of Catalyst prediction with 721,799 reactions and 888 catalyst types from USPTO. Predict which catalyst facilitates the given reaction. (1) Reactant: Cl.[N+:2]([C:5]1(OCC)[CH:10]=[CH:9][C:8](N)=[CH:7][CH2:6]1)([O-:4])=[O:3].[C:15]([C:19]1[CH:20]=[C:21]([CH:25]=[C:26]([C:29]([CH3:32])([CH3:31])[CH3:30])[C:27]=1[OH:28])[C:22]([OH:24])=O)([CH3:18])([CH3:17])[CH3:16].[CH2:33]([N:35](CC)CC)[CH3:34].C1(N=C=NC2CCCCC2)CCCCC1. Product: [CH3:30][C:29]([C:26]1[CH:25]=[C:21]([CH:20]=[C:19]([C:15]([CH3:17])([CH3:16])[CH3:18])[C:27]=1[OH:28])[C:22]([NH:35][CH2:33][CH2:34][C:8]1[CH:7]=[CH:6][C:5]([N+:2]([O-:4])=[O:3])=[CH:10][CH:9]=1)=[O:24])([CH3:31])[CH3:32]. The catalyst class is: 1. (2) Reactant: [Cl:1][C:2]1[CH:7]=[CH:6][C:5]([NH:8][C:9]2[C:14]([N+:15]([O-])=O)=[C:13]([N:18]3[CH2:23][CH2:22][O:21][CH2:20][CH2:19]3)[N:12]=[C:11]([C:24]#[N:25])[N:10]=2)=[CH:4][CH:3]=1. Product: [NH2:15][C:14]1[C:9]([NH:8][C:5]2[CH:6]=[CH:7][C:2]([Cl:1])=[CH:3][CH:4]=2)=[N:10][C:11]([C:24]#[N:25])=[N:12][C:13]=1[N:18]1[CH2:23][CH2:22][O:21][CH2:20][CH2:19]1. The catalyst class is: 153. (3) Reactant: C([O:3][C:4](=[O:31])[CH:5]([CH2:29][CH3:30])[CH2:6][CH2:7][CH2:8][CH2:9][CH2:10][N:11]1[C:15]([C:16]2[CH:21]=[CH:20][CH:19]=[CH:18][CH:17]=2)=[C:14]([C:22]2[CH:27]=[CH:26][CH:25]=[CH:24][CH:23]=2)[N:13]=[C:12]1[CH3:28])C.[OH-].[Na+]. Product: [CH2:29]([CH:5]([CH2:6][CH2:7][CH2:8][CH2:9][CH2:10][N:11]1[C:15]([C:16]2[CH:17]=[CH:18][CH:19]=[CH:20][CH:21]=2)=[C:14]([C:22]2[CH:27]=[CH:26][CH:25]=[CH:24][CH:23]=2)[N:13]=[C:12]1[CH3:28])[C:4]([OH:31])=[O:3])[CH3:30]. The catalyst class is: 5. (4) Reactant: [H-].[Na+].C(OP([CH2:11][C:12]([O:14][CH2:15][CH3:16])=[O:13])(OCC)=O)C.[CH2:17]([O:24][CH2:25][CH2:26][CH2:27][CH2:28][O:29][C:30]1[N:35]=[C:34]([NH:36][C:37](=[O:42])[C:38]([CH3:41])([CH3:40])[CH3:39])[C:33]([CH:43]=O)=[CH:32][CH:31]=1)[C:18]1[CH:23]=[CH:22][CH:21]=[CH:20][CH:19]=1. Product: [CH2:17]([O:24][CH2:25][CH2:26][CH2:27][CH2:28][O:29][C:30]1[N:35]=[C:34]([NH:36][C:37](=[O:42])[C:38]([CH3:39])([CH3:40])[CH3:41])[C:33]([CH:43]=[CH:11][C:12]([O:14][CH2:15][CH3:16])=[O:13])=[CH:32][CH:31]=1)[C:18]1[CH:23]=[CH:22][CH:21]=[CH:20][CH:19]=1. The catalyst class is: 1. (5) Reactant: C([O:3][C:4](=[O:21])[C:5]1[CH:17]=[C:16]([C:18](=[O:20])[CH3:19])[CH:15]=[C:7]([C:8]([N:10]([CH3:14])[CH2:11][CH2:12][CH3:13])=[O:9])[CH:6]=1)C.[OH-].[Na+].Cl. Product: [C:18]([C:16]1[CH:15]=[C:7]([C:8]([N:10]([CH3:14])[CH2:11][CH2:12][CH3:13])=[O:9])[CH:6]=[C:5]([CH:17]=1)[C:4]([OH:21])=[O:3])(=[O:20])[CH3:19]. The catalyst class is: 8. (6) Reactant: [CH2:1]([O:8][N:9]1[C:14]2[N:15]=[CH:16][N:17]=[CH:18][C:13]=2[C:12]([NH:19][CH:20]2[CH2:28][C:27]3[C:22](=[CH:23][CH:24]=[CH:25][CH:26]=3)[CH2:21]2)=[C:11](C(OCC)=O)[C:10]1=[O:34])[C:2]1[CH:7]=[CH:6][CH:5]=[CH:4][CH:3]=1.[OH-].[Na+]. Product: [CH2:1]([O:8][N:9]1[C:14]2[N:15]=[CH:16][N:17]=[CH:18][C:13]=2[C:12]([NH:19][CH:20]2[CH2:21][C:22]3[C:27](=[CH:26][CH:25]=[CH:24][CH:23]=3)[CH2:28]2)=[CH:11][C:10]1=[O:34])[C:2]1[CH:7]=[CH:6][CH:5]=[CH:4][CH:3]=1. The catalyst class is: 5. (7) Reactant: [C:1]([C:3]1[N:7]([CH:8]2[CH2:13][CH2:12][N:11]([C:14]([O:16][CH:17]([CH3:19])[CH3:18])=[O:15])[CH2:10][CH2:9]2)[N:6]=[CH:5][C:4]=1[CH2:20][OH:21])#[N:2].ClN1C(=O)N(Cl)C(=O)N(Cl)C1=O.CC1(C)N([O])C(C)(C)CCC1. Product: [C:1]([C:3]1[N:7]([CH:8]2[CH2:13][CH2:12][N:11]([C:14]([O:16][CH:17]([CH3:19])[CH3:18])=[O:15])[CH2:10][CH2:9]2)[N:6]=[CH:5][C:4]=1[CH:20]=[O:21])#[N:2]. The catalyst class is: 4. (8) Reactant: [O:1]=[C:2]1[CH2:8][CH2:7][N:6]([S:9]([C:12]2[CH:18]=[CH:17][C:15]([CH3:16])=[CH:14][CH:13]=2)(=[O:11])=[O:10])[CH2:5][CH2:4][CH:3]1[C:19]([O:21][CH2:22][CH3:23])=[O:20].[C:24](=O)([O-])[O-].[K+].[K+].CI. Product: [CH3:24][C:3]1([C:19]([O:21][CH2:22][CH3:23])=[O:20])[C:2](=[O:1])[CH2:8][CH2:7][N:6]([S:9]([C:12]2[CH:18]=[CH:17][C:15]([CH3:16])=[CH:14][CH:13]=2)(=[O:11])=[O:10])[CH2:5][CH2:4]1. The catalyst class is: 21.